From a dataset of NCI-60 drug combinations with 297,098 pairs across 59 cell lines. Regression. Given two drug SMILES strings and cell line genomic features, predict the synergy score measuring deviation from expected non-interaction effect. (1) Drug 1: C1C(C(OC1N2C=NC3=C(N=C(N=C32)Cl)N)CO)O. Drug 2: COC1=C2C(=CC3=C1OC=C3)C=CC(=O)O2. Cell line: COLO 205. Synergy scores: CSS=44.0, Synergy_ZIP=-0.274, Synergy_Bliss=-3.14, Synergy_Loewe=-26.8, Synergy_HSA=-4.03. (2) Drug 1: CN(C)C1=NC(=NC(=N1)N(C)C)N(C)C. Drug 2: C1=NC2=C(N1)C(=S)N=CN2. Cell line: MCF7. Synergy scores: CSS=13.5, Synergy_ZIP=-8.87, Synergy_Bliss=-1.73, Synergy_Loewe=-34.0, Synergy_HSA=-4.45.